Dataset: Forward reaction prediction with 1.9M reactions from USPTO patents (1976-2016). Task: Predict the product of the given reaction. (1) The product is: [C:48]1([C:44]2[CH:45]=[CH:46][CH:47]=[C:42]([C:36]3[CH:41]=[CH:40][CH:39]=[CH:38][CH:37]=3)[C:43]=2[O:54][CH:1]([OH:4])[CH3:2])[CH:49]=[CH:50][CH:51]=[CH:52][CH:53]=1. Given the reactants [C:1](OC1C=CC(C(C2C=CC(OC(=O)C=C)=CC=2)(C2C=CC(OC(=O)C=C)=CC=2)C)=CC=1)(=[O:4])[CH:2]=C.[C:36]1([C:42]2[CH:47]=[CH:46][CH:45]=[C:44]([C:48]3[CH:53]=[CH:52][CH:51]=[CH:50][CH:49]=3)[C:43]=2[OH:54])[CH:41]=[CH:40][CH:39]=[CH:38][CH:37]=1.C1(=O)OCCO1.[I-].[K+].CN(C)C=O, predict the reaction product. (2) The product is: [C:1]([O:5][C:6]([N:8]1[CH2:13][CH2:12][CH:11]([CH:14]2[O:23][C:17]3=[CH:18][N:19]=[C:20]([C:32]4[CH:31]=[CH:30][C:29]([S:26]([CH2:24][CH3:25])(=[O:28])=[O:27])=[CH:34][CH:33]=4)[CH:21]=[C:16]3[CH2:15]2)[CH2:10][CH2:9]1)=[O:7])([CH3:4])([CH3:3])[CH3:2]. Given the reactants [C:1]([O:5][C:6]([N:8]1[CH2:13][CH2:12][CH:11]([CH:14]2[O:23][C:17]3=[CH:18][N:19]=[C:20](Cl)[CH:21]=[C:16]3[CH2:15]2)[CH2:10][CH2:9]1)=[O:7])([CH3:4])([CH3:3])[CH3:2].[CH2:24]([S:26]([C:29]1[CH:34]=[CH:33][C:32](B(O)O)=[CH:31][CH:30]=1)(=[O:28])=[O:27])[CH3:25], predict the reaction product.